From a dataset of Rat liver microsome stability data. Regression/Classification. Given a drug SMILES string, predict its absorption, distribution, metabolism, or excretion properties. Task type varies by dataset: regression for continuous measurements (e.g., permeability, clearance, half-life) or binary classification for categorical outcomes (e.g., BBB penetration, CYP inhibition). Dataset: rlm. (1) The drug is Cc1ccc(C(NC(=O)CNc2cccc(N(C)C)c2)c2cc(Cl)c3cccnc3c2O)cc1. The result is 1 (stable in rat liver microsomes). (2) The drug is Fc1ccc(N2CCCN(CC3[C@H]4CNC[C@@H]34)CC2)cc1. The result is 0 (unstable in rat liver microsomes). (3) The molecule is CN1CCN(C(=O)c2nc3cc(Cl)ccc3[nH]2)CC1. The result is 1 (stable in rat liver microsomes). (4) The drug is CC(C)COc1ccc(-c2csc(N3CCC(C(N)=O)CC3)n2)cc1. The result is 1 (stable in rat liver microsomes). (5) The molecule is N#CC1(c2ccc(-c3c(C(=O)N4CCN(C(=O)C5CC5)CC4)cnc4ccc(F)cc34)cc2)CC1. The result is 1 (stable in rat liver microsomes). (6) The result is 1 (stable in rat liver microsomes). The compound is Cn1nnnc1Sc1ncnc2scc(-c3ccccc3F)c12. (7) The molecule is COc1cccc(C(=O)Nc2nc(-c3nnn(-c4cccc(Cl)c4C)c3C)ns2)c1. The result is 1 (stable in rat liver microsomes).